This data is from Forward reaction prediction with 1.9M reactions from USPTO patents (1976-2016). The task is: Predict the product of the given reaction. Given the reactants [CH3:1][C:2]1[CH:7]=[N:6][C:5]([C:8]([F:11])([F:10])[F:9])=[CH:4][N:3]=1.[Br:12]N1C(=O)CCC1=O.N(C(C)(C)C#N)=NC(C)(C)C#N, predict the reaction product. The product is: [Br:12][CH2:1][C:2]1[CH:7]=[N:6][C:5]([C:8]([F:11])([F:9])[F:10])=[CH:4][N:3]=1.